From a dataset of Catalyst prediction with 721,799 reactions and 888 catalyst types from USPTO. Predict which catalyst facilitates the given reaction. Reactant: [O:1]=[C:2]1[N:7]([CH2:8][CH2:9][CH3:10])[C:6]2[S:11][C:12]3[CH2:17][CH2:16][CH2:15][CH2:14][C:13]=3[C:5]=2[C:4]([C:18]2[CH:23]=[CH:22][C:21]([CH3:24])=[CH:20][CH:19]=2)=[C:3]1[CH:25]([CH2:31][CH2:32][CH3:33])[C:26]([O:28]CC)=[O:27].[OH-].[Na+]. Product: [O:1]=[C:2]1[N:7]([CH2:8][CH2:9][CH3:10])[C:6]2[S:11][C:12]3[CH2:17][CH2:16][CH2:15][CH2:14][C:13]=3[C:5]=2[C:4]([C:18]2[CH:19]=[CH:20][C:21]([CH3:24])=[CH:22][CH:23]=2)=[C:3]1[CH:25]([CH2:31][CH2:32][CH3:33])[C:26]([OH:28])=[O:27]. The catalyst class is: 645.